From a dataset of Catalyst prediction with 721,799 reactions and 888 catalyst types from USPTO. Predict which catalyst facilitates the given reaction. (1) Reactant: [F:1][C:2]1[CH:7]=[C:6]([I:8])[CH:5]=[CH:4][C:3]=1[NH:9][C:10](=[O:37])[C@@H:11]([N:20]1[C:24](=[O:25])[C@@H:23]([C:26]2[CH:31]=[CH:30][C:29]([O:32][CH2:33][CH2:34][OH:35])=[CH:28][CH:27]=2)[NH:22][C:21]1=[O:36])[C@H:12]([C:14]1[CH:19]=[CH:18][CH:17]=[CH:16][CH:15]=1)[CH3:13]. Product: [F:1][C:2]1[CH:7]=[C:6]([I:8])[CH:5]=[CH:4][C:3]=1[NH:9][C:10](=[O:37])[C@@H:11]([N:20]1[C:24](=[O:25])[C@H:23]([C:26]2[CH:27]=[CH:28][C:29]([O:32][CH2:33][CH2:34][OH:35])=[CH:30][CH:31]=2)[NH:22][C:21]1=[O:36])[C@H:12]([C:14]1[CH:19]=[CH:18][CH:17]=[CH:16][CH:15]=1)[CH3:13]. The catalyst class is: 5. (2) Reactant: [Cl:1][C:2]1[CH:6]=[N:5][N:4]([CH3:7])[C:3]=1[C:8]1[CH:9]=[C:10]([NH:15][C:16]([NH:18][C:19]2[CH:24]=[CH:23][C:22]([F:25])=[CH:21][C:20]=2[F:26])=[O:17])[CH:11]=[CH:12][C:13]=1[OH:14].C1(P(C2C=CC=CC=2)C2C=CC=CC=2)C=CC=CC=1.O[CH2:47][CH2:48][N:49]1[CH2:53][CH2:52][CH2:51][CH2:50]1.N(C(OC(C)C)=O)=NC(OC(C)C)=O. Product: [Cl:1][C:2]1[CH:6]=[N:5][N:4]([CH3:7])[C:3]=1[C:8]1[CH:9]=[C:10]([NH:15][C:16]([NH:18][C:19]2[CH:24]=[CH:23][C:22]([F:25])=[CH:21][C:20]=2[F:26])=[O:17])[CH:11]=[CH:12][C:13]=1[O:14][CH2:47][CH2:48][N:49]1[CH2:53][CH2:52][CH2:51][CH2:50]1. The catalyst class is: 1. (3) Reactant: [O:1]([C:8]1[CH:9]=[C:10]([N:14]([CH2:22][C:23]2[CH:24]=[C:25]([CH:30]=[CH:31][CH:32]=2)[C:26](OC)=[O:27])[CH2:15][CH:16]([OH:21])[C:17]([F:20])([F:19])[F:18])[CH:11]=[CH:12][CH:13]=1)[C:2]1[CH:7]=[CH:6][CH:5]=[CH:4][CH:3]=1.ClCCl.[H-].[Al+3].[Li+].[H-].[H-].[H-].C1COCC1. Product: [O:1]([C:8]1[CH:9]=[C:10]([N:14]([CH2:22][C:23]2[CH:24]=[C:25]([CH2:26][OH:27])[CH:30]=[CH:31][CH:32]=2)[CH2:15][CH:16]([OH:21])[C:17]([F:18])([F:19])[F:20])[CH:11]=[CH:12][CH:13]=1)[C:2]1[CH:7]=[CH:6][CH:5]=[CH:4][CH:3]=1. The catalyst class is: 13. (4) Reactant: [OH:1][C:2]1[CH:7]=[CH:6][CH:5]=[CH:4][N+:3]=1[O-:8].[CH2:9](Br)[C:10]1[CH:15]=[CH:14][CH:13]=[CH:12][CH:11]=1.C([O-])([O-])=O.[K+].[K+]. Product: [CH2:9]([O:8][N:3]1[CH:4]=[CH:5][CH:6]=[CH:7][C:2]1=[O:1])[C:10]1[CH:15]=[CH:14][CH:13]=[CH:12][CH:11]=1. The catalyst class is: 3.